Dataset: hERG potassium channel inhibition data for cardiac toxicity prediction from Karim et al.. Task: Regression/Classification. Given a drug SMILES string, predict its toxicity properties. Task type varies by dataset: regression for continuous values (e.g., LD50, hERG inhibition percentage) or binary classification for toxic/non-toxic outcomes (e.g., AMES mutagenicity, cardiotoxicity, hepatotoxicity). Dataset: herg_karim. (1) The molecule is CN(Cc1ccc(C(F)(F)F)cc1)c1cc(C(=O)Nc2ccccc2)ncn1. The result is 1 (blocker). (2) The drug is CC(C)[C@]1(C(=O)NCc2cc(C(F)(F)F)cc(C(F)(F)F)c2)CC[C@@H](N2CCC(c3cccc(O)c3)CC2)C1. The result is 1 (blocker).